From a dataset of NCI-60 drug combinations with 297,098 pairs across 59 cell lines. Regression. Given two drug SMILES strings and cell line genomic features, predict the synergy score measuring deviation from expected non-interaction effect. Synergy scores: CSS=2.34, Synergy_ZIP=0.724, Synergy_Bliss=2.68, Synergy_Loewe=1.21, Synergy_HSA=1.62. Drug 1: C1CCN(CC1)CCOC2=CC=C(C=C2)C(=O)C3=C(SC4=C3C=CC(=C4)O)C5=CC=C(C=C5)O. Cell line: OVCAR-8. Drug 2: CC1=CC2C(CCC3(C2CCC3(C(=O)C)OC(=O)C)C)C4(C1=CC(=O)CC4)C.